Regression. Given a peptide amino acid sequence and an MHC pseudo amino acid sequence, predict their binding affinity value. This is MHC class I binding data. From a dataset of Peptide-MHC class I binding affinity with 185,985 pairs from IEDB/IMGT. (1) The peptide sequence is NTAINFFLY. The MHC is HLA-A24:03 with pseudo-sequence HLA-A24:03. The binding affinity (normalized) is 0.0847. (2) The binding affinity (normalized) is 0.965. The MHC is HLA-B15:03 with pseudo-sequence HLA-B15:03. The peptide sequence is IKENSIYSF. (3) The peptide sequence is QLAGYILTV. The MHC is HLA-A02:16 with pseudo-sequence HLA-A02:16. The binding affinity (normalized) is 1.00. (4) The peptide sequence is SSLAHGHTA. The MHC is H-2-Db with pseudo-sequence H-2-Db. The binding affinity (normalized) is 0.0405. (5) The peptide sequence is SAEDNYLAKL. The MHC is HLA-A68:02 with pseudo-sequence HLA-A68:02. The binding affinity (normalized) is 0.